From a dataset of HIV replication inhibition screening data with 41,000+ compounds from the AIDS Antiviral Screen. Binary Classification. Given a drug SMILES string, predict its activity (active/inactive) in a high-throughput screening assay against a specified biological target. (1) The drug is c1ccc(-c2nc3ccccc3nc2SCc2cccnc2)cc1. The result is 0 (inactive). (2) The compound is CC(=O)c1ccc(NC(=O)C(=O)CC(=O)c2sc(-n3nc(-c4ccccc4)cc3-c3ccccc3)nc2C)cc1. The result is 0 (inactive). (3) The drug is Cc1c2c(n(CCc3ccc(Cl)cc3)c1C)NN=C(C#N)S2(=O)=O. The result is 0 (inactive).